This data is from Full USPTO retrosynthesis dataset with 1.9M reactions from patents (1976-2016). The task is: Predict the reactants needed to synthesize the given product. (1) Given the product [OH:13][C:14]1([CH2:7][C:3]2[N:2]([CH3:1])[CH:6]=[CH:5][N:4]=2)[CH2:15][CH2:16][N:17]([C:20]([O:22][C:23]([CH3:26])([CH3:25])[CH3:24])=[O:21])[CH2:18][CH2:19]1, predict the reactants needed to synthesize it. The reactants are: [CH3:1][N:2]1[CH:6]=[CH:5][N:4]=[C:3]1[CH3:7].C([Li])CCC.[O:13]=[C:14]1[CH2:19][CH2:18][N:17]([C:20]([O:22][C:23]([CH3:26])([CH3:25])[CH3:24])=[O:21])[CH2:16][CH2:15]1. (2) Given the product [CH:36]1([NH:3][C@@H:4]2[CH2:6][C@H:5]2[C:7]2[CH:8]=[C:9]([C:13]([NH:15][C:16]3[CH:17]=[N:18][N:19]([CH3:21])[CH:20]=3)=[O:14])[S:10][C:11]=2[CH3:12])[CH2:39][CH2:38][CH2:37]1, predict the reactants needed to synthesize it. The reactants are: Cl.Cl.[NH2:3][C@@H:4]1[CH2:6][C@H:5]1[C:7]1[CH:8]=[C:9]([C:13]([NH:15][C:16]2[CH:17]=[N:18][N:19]([CH3:21])[CH:20]=2)=[O:14])[S:10][C:11]=1[CH3:12].C(N(CC)CC)C.COC(OC)OC.[C:36]1(=O)[CH2:39][CH2:38][CH2:37]1.[BH4-].[Na+].[Cl-].[NH4+].